This data is from NCI-60 drug combinations with 297,098 pairs across 59 cell lines. The task is: Regression. Given two drug SMILES strings and cell line genomic features, predict the synergy score measuring deviation from expected non-interaction effect. (1) Drug 1: C1=NC2=C(N=C(N=C2N1C3C(C(C(O3)CO)O)O)F)N. Drug 2: CCC1=C2CN3C(=CC4=C(C3=O)COC(=O)C4(CC)O)C2=NC5=C1C=C(C=C5)O. Cell line: ACHN. Synergy scores: CSS=40.4, Synergy_ZIP=-4.26, Synergy_Bliss=1.46, Synergy_Loewe=-32.0, Synergy_HSA=0.894. (2) Drug 1: CC1C(C(CC(O1)OC2CC(CC3=C2C(=C4C(=C3O)C(=O)C5=C(C4=O)C(=CC=C5)OC)O)(C(=O)C)O)N)O.Cl. Drug 2: COCCOC1=C(C=C2C(=C1)C(=NC=N2)NC3=CC=CC(=C3)C#C)OCCOC.Cl. Cell line: DU-145. Synergy scores: CSS=28.4, Synergy_ZIP=0.356, Synergy_Bliss=6.48, Synergy_Loewe=7.57, Synergy_HSA=8.81. (3) Drug 1: CCC1=C2CN3C(=CC4=C(C3=O)COC(=O)C4(CC)O)C2=NC5=C1C=C(C=C5)O. Drug 2: COC1=C2C(=CC3=C1OC=C3)C=CC(=O)O2. Cell line: HCT116. Synergy scores: CSS=48.5, Synergy_ZIP=-2.55, Synergy_Bliss=-5.28, Synergy_Loewe=-12.1, Synergy_HSA=-4.01.